Dataset: Catalyst prediction with 721,799 reactions and 888 catalyst types from USPTO. Task: Predict which catalyst facilitates the given reaction. (1) Reactant: [F:1][C:2]1[CH:3]=[CH:4][C:5]2[O:9][C:8]([C:10]3[C:19]([N:20]4[CH2:24][CH2:23][CH2:22][C@@H:21]4[CH2:25][O:26][CH3:27])=[N:18][C:17]4[C:12](=[CH:13][CH:14]=[C:15]([C:28]([O:30]C)=[O:29])[CH:16]=4)[N:11]=3)=[CH:7][C:6]=2[CH:32]=1.[OH-].[Na+]. Product: [F:1][C:2]1[CH:3]=[CH:4][C:5]2[O:9][C:8]([C:10]3[C:19]([N:20]4[CH2:24][CH2:23][CH2:22][C@@H:21]4[CH2:25][O:26][CH3:27])=[N:18][C:17]4[C:12](=[CH:13][CH:14]=[C:15]([C:28]([OH:30])=[O:29])[CH:16]=4)[N:11]=3)=[CH:7][C:6]=2[CH:32]=1. The catalyst class is: 24. (2) Reactant: [NH2:1][C:2]1[CH:10]=[C:9]([O:11][CH3:12])[CH:8]=[CH:7][C:3]=1[C:4]([NH2:6])=[O:5].[Si:13]([O:20][CH2:21][CH2:22][O:23][C:24]1[C:31]([CH3:32])=[CH:30][C:27]([CH:28]=O)=[CH:26][C:25]=1[CH3:33])([C:16]([CH3:19])([CH3:18])[CH3:17])([CH3:15])[CH3:14].OS([O-])=O.[Na+].CC1C=CC(S(O)(=O)=O)=CC=1.O. Product: [Si:13]([O:20][CH2:21][CH2:22][O:23][C:24]1[C:25]([CH3:33])=[CH:26][C:27]([C:28]2[NH:6][C:4](=[O:5])[C:3]3[C:2](=[CH:10][C:9]([O:11][CH3:12])=[CH:8][CH:7]=3)[N:1]=2)=[CH:30][C:31]=1[CH3:32])([C:16]([CH3:19])([CH3:18])[CH3:17])([CH3:15])[CH3:14]. The catalyst class is: 48.